From a dataset of Full USPTO retrosynthesis dataset with 1.9M reactions from patents (1976-2016). Predict the reactants needed to synthesize the given product. (1) Given the product [ClH:52].[CH2:1]([O:8][C:9]1[CH:10]=[CH:11][C:12]([S:15]([NH:18][C:19]2[C:29]([Br:30])=[CH:28][C:22]3[CH2:23][CH2:24][N:25]([CH3:33])[CH2:26][CH2:27][C:21]=3[CH:20]=2)(=[O:17])=[O:16])=[CH:13][CH:14]=1)[C:2]1[CH:7]=[CH:6][CH:5]=[CH:4][CH:3]=1, predict the reactants needed to synthesize it. The reactants are: [CH2:1]([O:8][C:9]1[CH:14]=[CH:13][C:12]([S:15]([NH:18][C:19]2[C:29]([Br:30])=[CH:28][C:22]3[CH2:23][CH2:24][NH:25][CH2:26][CH2:27][C:21]=3[CH:20]=2)(=[O:17])=[O:16])=[CH:11][CH:10]=1)[C:2]1[CH:7]=[CH:6][CH:5]=[CH:4][CH:3]=1.C=O.[C:33](O[BH-](OC(=O)C)OC(=O)C)(=O)C.[Na+].C(=O)(O)[O-].[Na+].[Cl:52]C(Cl)C. (2) Given the product [Cl:1][C:2]1[CH:7]=[CH:6][C:5](/[CH:8]=[CH:9]\[CH:13]([S:14][CH:13](/[CH:9]=[CH:8]\[C:5]2[CH:6]=[CH:7][C:2]([Cl:1])=[CH:3][CH:4]=2)[C:12]2[CH:15]=[CH:16][CH:17]=[CH:18][C:11]=2[Cl:10])[C:12]2[CH:15]=[CH:16][CH:17]=[CH:18][C:11]=2[Cl:10])=[CH:4][CH:3]=1, predict the reactants needed to synthesize it. The reactants are: [Cl:1][C:2]1[CH:7]=[CH:6][C:5]([C:8]#[CH:9])=[CH:4][CH:3]=1.[Cl:10][C:11]1[CH:18]=[CH:17][CH:16]=[CH:15][C:12]=1[CH2:13][SH:14].[Na]. (3) Given the product [C:18]([C:20]1[N:21]=[C:22]([C:36]2([CH3:40])[CH2:39][O:38][CH2:37]2)[NH:23][C:24]=1[C:25]1[CH:26]=[C:27]([CH:32]=[CH:33][C:34]=1[CH3:35])[C:28]([OH:30])=[O:29])#[N:19], predict the reactants needed to synthesize it. The reactants are: CC1NC(C2C=C(C=CC=2C)C(O)=O)=C(C)N=1.[C:18]([C:20]1[N:21]=[C:22]([C:36]2([CH3:40])[CH2:39][O:38][CH2:37]2)[NH:23][C:24]=1[C:25]1[CH:26]=[C:27]([CH:32]=[CH:33][C:34]=1[CH3:35])[C:28]([O:30]C)=[O:29])#[N:19].CC1NC(C2C=C(C=CC=2C)C(OC)=O)=C(C)N=1. (4) Given the product [Cl:18][CH:12]1[NH:13][C:8]([C:5]2[CH:6]=[CH:7][C:2]([Cl:1])=[CH:3][CH:4]=2)=[N:9][CH:10]=[C:11]1[CH3:15], predict the reactants needed to synthesize it. The reactants are: [Cl:1][C:2]1[CH:7]=[CH:6][C:5]([C:8]2[NH:13][C:12](=O)[C:11]([CH3:15])=[CH:10][N:9]=2)=[CH:4][CH:3]=1.P(Cl)(Cl)([Cl:18])=O.